This data is from Retrosynthesis with 50K atom-mapped reactions and 10 reaction types from USPTO. The task is: Predict the reactants needed to synthesize the given product. (1) The reactants are: CC(C)C1=CC2CC3(C=O)C4CCC(C)C4CC2(COC24OC5C(O)C(OC5(O[SiH](C)C)O2)C4C(C)(C)C)C13C(=O)OC(c1ccccc1)c1ccccc1.CCCCCCCCCCBr. Given the product CCCCCCCCCCOC1C2OC3(O[SiH](C)C)OC(OCC45CC6C(C)CCC6C6(C=O)CC4C=C(C(C)C)C65C(=O)OC(c4ccccc4)c4ccccc4)(OC13)C2C(C)(C)C, predict the reactants needed to synthesize it. (2) Given the product CC(C)(C)OC(=O)N1CCO[C@@H]([C@@H](O)c2cccc(Cl)c2)C1, predict the reactants needed to synthesize it. The reactants are: CC(C)(C)OC(=O)N1CCO[C@@H](C(=O)c2cccc(Cl)c2)C1.